This data is from Reaction yield outcomes from USPTO patents with 853,638 reactions. The task is: Predict the reaction yield, written as a fraction of the theoretical maximum amount of product (1.0 means a 100% yield; for example, 0.34 means a 34% yield). (1) The reactants are [F:1][C:2]1[CH:3]=[C:4]([C:8]2[S:9][C:10]([N:13]([CH3:21])[C:14]([NH:16][CH2:17][CH2:18][S:19][CH3:20])=[O:15])=[CH:11][N:12]=2)[CH:5]=[N:6][CH:7]=1.[H-].[Na+].I[CH3:25]. The catalyst is CN(C=O)C. The product is [F:1][C:2]1[CH:3]=[C:4]([C:8]2[S:9][C:10]([N:13]([CH3:21])[C:14]([N:16]([CH3:25])[CH2:17][CH2:18][S:19][CH3:20])=[O:15])=[CH:11][N:12]=2)[CH:5]=[N:6][CH:7]=1. The yield is 0.610. (2) The reactants are [CH2:1]([N:8]1[C:16]2[C:15](=O)[NH:14][C:13](=[O:18])[N:12]([CH2:19][CH2:20][CH2:21][CH2:22][CH3:23])[C:11]=2[N:10]=[CH:9]1)[C:2]1[CH:7]=[CH:6][CH:5]=[CH:4][CH:3]=1.P12(SP3(SP(SP(S3)(S1)=S)(=S)S2)=S)=[S:25].[OH-].[Na+].Cl. The catalyst is O1CCOCC1.O. The product is [CH2:1]([N:8]1[C:16]2[C:15](=[S:25])[NH:14][C:13](=[O:18])[N:12]([CH2:19][CH2:20][CH2:21][CH2:22][CH3:23])[C:11]=2[N:10]=[CH:9]1)[C:2]1[CH:7]=[CH:6][CH:5]=[CH:4][CH:3]=1. The yield is 0.618. (3) The reactants are [C:1]([C:3]1[CH:8]=[CH:7][CH:6]=[CH:5][C:4]=1[C:9]1[CH:14]=[CH:13][C:12]([CH2:15][C:16]2[C:17](=[O:44])[N:18]([C@H:29]3[CH2:34][CH2:33][C@H:32]([O:35][CH:36]([CH2:42][CH3:43])C(OCC)=O)[CH2:31][CH2:30]3)[C:19]3[N:20]([N:25]=[C:26]([CH3:28])[N:27]=3)[C:21]=2[CH2:22][CH2:23][CH3:24])=[CH:11][CH:10]=1)#[N:2].C[Mg]Br.Cl. The catalyst is O1CCCC1. The product is [CH2:42]([CH:36]([O:35][C@H:32]1[CH2:33][CH2:34][C@H:29]([N:18]2[C:17](=[O:44])[C:16]([CH2:15][C:12]3[CH:13]=[CH:14][C:9]([C:4]4[C:3]([C:1]#[N:2])=[CH:8][CH:7]=[CH:6][CH:5]=4)=[CH:10][CH:11]=3)=[C:21]([CH2:22][CH2:23][CH3:24])[N:20]3[N:25]=[C:26]([CH3:28])[N:27]=[C:19]23)[CH2:30][CH2:31]1)[C:32]([OH:35])([CH3:33])[CH3:31])[CH3:43]. The yield is 0.600. (4) The reactants are Br[C:2]1[CH:7]=[CH:6][CH:5]=[CH:4][CH:3]=1.[C:8]1(B(O)O)[C:17]2[C:12](=[CH:13][CH:14]=[CH:15][CH:16]=2)[CH:11]=[CH:10][CH:9]=1.[F-].[K+]. The catalyst is C1COCC1. The product is [C:2]1([C:16]2[C:17]3[C:12](=[CH:11][CH:10]=[CH:9][CH:8]=3)[CH:13]=[CH:14][CH:15]=2)[CH:7]=[CH:6][CH:5]=[CH:4][CH:3]=1. The yield is 0.990. (5) The reactants are [CH3:1][O:2][C:3](=[O:12])[CH2:4][C:5]1[CH:10]=[CH:9][N:8]=[C:7](Cl)[CH:6]=1.[F:13][C:14]([F:26])([F:25])[O:15][C:16]1[CH:21]=[CH:20][C:19](B(O)O)=[CH:18][CH:17]=1.P([O-])([O-])([O-])=O.[K+].[K+].[K+].C(Cl)Cl.N#N. The catalyst is C1(C)C=CC=CC=1.CCOC(C)=O.C1C=CC(P(C2C=CC=CC=2)[C-]2C=CC=C2)=CC=1.C1C=CC(P(C2C=CC=CC=2)[C-]2C=CC=C2)=CC=1.Cl[Pd]Cl.[Fe+2]. The product is [CH3:1][O:2][C:3](=[O:12])[CH2:4][C:5]1[CH:10]=[CH:9][N:8]=[C:7]([C:19]2[CH:18]=[CH:17][C:16]([O:15][C:14]([F:13])([F:25])[F:26])=[CH:21][CH:20]=2)[CH:6]=1. The yield is 0.750.